Dataset: Catalyst prediction with 721,799 reactions and 888 catalyst types from USPTO. Task: Predict which catalyst facilitates the given reaction. Reactant: Br[C:2]1[C:7]2[O:8][CH2:9][CH2:10][O:11][C:6]=2[C:5]([NH:12][C:13](=[O:15])[CH3:14])=[CH:4][CH:3]=1.[NH:16]1[CH2:21][CH2:20][O:19][CH2:18][CH2:17]1.CC(C1C=C(C(C)C)C(C2C=CC=CC=2P(C2CCCCC2)C2CCCCC2)=C(C(C)C)C=1)C.CC(C)([O-])C.[K+]. Product: [O:19]1[CH2:20][CH2:21][N:16]([C:2]2[C:7]3[O:8][CH2:9][CH2:10][O:11][C:6]=3[C:5]([NH:12][C:13](=[O:15])[CH3:14])=[CH:4][CH:3]=2)[CH2:17][CH2:18]1. The catalyst class is: 101.